Task: Predict the reactants needed to synthesize the given product.. Dataset: Full USPTO retrosynthesis dataset with 1.9M reactions from patents (1976-2016) (1) Given the product [CH3:12][C:9]1[CH:8]=[CH:7][CH:6]=[C:5]2[C:10]=1[CH:11]=[C:2]([C:24]1[CH:23]=[N:22][C:21]([N:18]3[CH2:19][CH2:20][N:15]([CH3:14])[CH2:16][CH2:17]3)=[N:26][CH:25]=1)[NH:3][C:4]2=[O:13], predict the reactants needed to synthesize it. The reactants are: Cl[C:2]1[NH:3][C:4](=[O:13])[C:5]2[C:10]([CH:11]=1)=[C:9]([CH3:12])[CH:8]=[CH:7][CH:6]=2.[CH3:14][N:15]1[CH2:20][CH2:19][N:18]([C:21]2[N:26]=[CH:25][C:24](B3OC(C)(C)C(C)(C)O3)=[CH:23][N:22]=2)[CH2:17][CH2:16]1.C([O-])([O-])=O.[K+].[K+]. (2) Given the product [Cl:16][C:17]1[C:26]2[C:21](=[CH:22][CH:23]=[CH:24][CH:25]=2)[C:20]([OH:27])=[C:19]([CH:5]([C:4]2[CH:12]=[CH:13][CH:14]=[CH:15][C:3]=2[Cl:2])[N:6]2[CH2:11][CH2:10][CH2:9][CH2:8][CH2:7]2)[CH:18]=1, predict the reactants needed to synthesize it. The reactants are: [Cl-].[Cl:2][C:3]1[CH:15]=[CH:14][CH:13]=[CH:12][C:4]=1[CH:5]=[N+:6]1[CH2:11][CH2:10][CH2:9][CH2:8][CH2:7]1.[Cl:16][C:17]1[C:26]2[C:21](=[CH:22][CH:23]=[CH:24][CH:25]=2)[C:20]([OH:27])=[CH:19][CH:18]=1. (3) Given the product [C:24]1([CH2:23][C:22]([NH:21][CH2:20][CH2:19][C:16]2[CH:15]=[CH:14][CH:13]=[C:12]3[C:17]=2[CH:18]=[C:9]([C:7]([OH:2])=[O:8])[CH:10]=[CH:11]3)=[O:30])[CH:29]=[CH:28][CH:27]=[CH:26][CH:25]=1, predict the reactants needed to synthesize it. The reactants are: [Mn]([O-])(=O)(=O)=[O:2].[K+].[CH:7]([C:9]1[CH:18]=[C:17]2[C:12]([CH:13]=[CH:14][CH:15]=[C:16]2[CH2:19][CH2:20][NH:21][C:22](=[O:30])[CH2:23][C:24]2[CH:29]=[CH:28][CH:27]=[CH:26][CH:25]=2)=[CH:11][CH:10]=1)=[O:8]. (4) Given the product [NH2:8][CH:9]1[C@@H:13]([CH2:14][OH:15])[O:12][C@@H:11]([N:16]2[CH:24]=[N:23][C:22]3[C:21](=[O:25])[NH:20][C:19]([N:26]=[CH:27][N:28]([CH3:29])[CH3:30])=[N:18][C:17]2=3)[CH:10]1[OH:31], predict the reactants needed to synthesize it. The reactants are: C([NH:8][CH:9]1[C@@H:13]([CH2:14][OH:15])[O:12][C@@H:11]([N:16]2[CH:24]=[N:23][C:22]3[C:21](=[O:25])[NH:20][C:19]([N:26]=[CH:27][N:28]([CH3:30])[CH3:29])=[N:18][C:17]2=3)[CH:10]1[OH:31])C1C=CC=CC=1.C([O-])=O.[NH4+].